Dataset: Human liver microsome stability data. Task: Regression/Classification. Given a drug SMILES string, predict its absorption, distribution, metabolism, or excretion properties. Task type varies by dataset: regression for continuous measurements (e.g., permeability, clearance, half-life) or binary classification for categorical outcomes (e.g., BBB penetration, CYP inhibition). Dataset: hlm. The molecule is CN(C)c1ccc(C(=O)Nc2cccc(NC(=O)COc3ccc4c(=O)ccoc4c3)c2)cc1. The result is 1 (stable in human liver microsomes).